This data is from Forward reaction prediction with 1.9M reactions from USPTO patents (1976-2016). The task is: Predict the product of the given reaction. (1) The product is: [Cl:1][C:2]1[C:3]([CH2:18][NH2:19])=[CH:4][C:5]([C:8]2[CH:13]=[N:12][C:11]([C:14]([F:16])([F:17])[F:15])=[N:10][CH:9]=2)=[N:6][CH:7]=1. Given the reactants [Cl:1][C:2]1[C:3]([CH2:18][N:19]2C(=O)C3C(=CC=CC=3)C2=O)=[CH:4][C:5]([C:8]2[CH:9]=[N:10][C:11]([C:14]([F:17])([F:16])[F:15])=[N:12][CH:13]=2)=[N:6][CH:7]=1.NN.O, predict the reaction product. (2) Given the reactants [NH2:1][C@H:2]([C:5]1[CH:10]=[CH:9][CH:8]=[CH:7][CH:6]=1)[CH2:3][OH:4].[N:11]([C:14]1[CH:19]=[CH:18][C:17]([C:20]2[N:24]=[CH:23][N:22]([C:25]3[CH:30]=[CH:29][C:28]([O:31][C:32]([F:35])([F:34])[F:33])=[CH:27][CH:26]=3)[N:21]=2)=[CH:16][CH:15]=1)=[C:12]=[S:13], predict the reaction product. The product is: [OH:4][CH2:3][C@H:2]([NH:1][C:12]([NH:11][C:14]1[CH:15]=[CH:16][C:17]([C:20]2[N:24]=[CH:23][N:22]([C:25]3[CH:30]=[CH:29][C:28]([O:31][C:32]([F:35])([F:33])[F:34])=[CH:27][CH:26]=3)[N:21]=2)=[CH:18][CH:19]=1)=[S:13])[C:5]1[CH:10]=[CH:9][CH:8]=[CH:7][CH:6]=1. (3) The product is: [CH3:1][O:2][C:3](=[O:24])[CH2:4][NH:5][C:6]([C:8]1[N:29]=[C:16]([C:17]2[CH:22]=[CH:21][CH:20]=[CH:19][CH:18]=2)[C:15]2[C:10]([C:9]=1[O:23][C:30](=[O:33])[CH3:31])=[CH:11][CH:12]=[CH:13][CH:14]=2)=[O:7]. Given the reactants [CH3:1][O:2][C:3](=[O:24])[CH2:4][NH:5][C:6]([C:8]1[C:9](=[O:23])[C:10]2[C:15]([C:16]=1[C:17]1[CH:22]=[CH:21][CH:20]=[CH:19][CH:18]=1)=[CH:14][CH:13]=[CH:12][CH:11]=2)=[O:7].[N-]=[N+]=[N-].[Na+].[NH3:29].[C:30]([OH:33])(=O)[CH3:31], predict the reaction product. (4) Given the reactants [OH:1][C:2]1[CH:7]=[CH:6][C:5]([CH:8]2[CH2:21][C:20]3[CH:19]=[C:18]([CH2:22][CH2:23][CH2:24][OH:25])[C:17]([OH:26])=[CH:16][C:15]=3[CH:14]3[CH:9]2[CH2:10][CH2:11][CH2:12][CH2:13]3)=[CH:4][CH:3]=1.[CH3:27][S:28](Cl)(=[O:30])=[O:29].C(N(CC)CC)C.CNC1C=CC=C(NC)N=1, predict the reaction product. The product is: [CH3:27][S:28]([O:1][C:2]1[CH:3]=[CH:4][C:5]([CH:8]2[CH2:21][C:20]3[CH:19]=[C:18]([CH2:22][CH2:23][CH2:24][O:25][S:28]([CH3:27])(=[O:30])=[O:29])[C:17]([O:26][S:28]([CH3:27])(=[O:30])=[O:29])=[CH:16][C:15]=3[CH:14]3[CH:9]2[CH2:10][CH2:11][CH2:12][CH2:13]3)=[CH:6][CH:7]=1)(=[O:30])=[O:29]. (5) The product is: [F:4][C:5]1[CH:10]=[CH:9][C:8]([N:11]([CH2:14][C:15]2[N:16]=[C:17]([C:20]3[CH:21]=[CH:22][CH:23]=[CH:24][CH:25]=3)[O:18][CH:19]=2)[NH2:12])=[CH:7][CH:6]=1. Given the reactants [NH2-].[Na+].Cl.[F:4][C:5]1[CH:10]=[CH:9][C:8]([NH:11][NH2:12])=[CH:7][CH:6]=1.Br[CH2:14][C:15]1[N:16]=[C:17]([C:20]2[CH:25]=[CH:24][CH:23]=[CH:22][CH:21]=2)[O:18][CH:19]=1, predict the reaction product. (6) The product is: [F:1][C:2]1[CH:10]=[C:9]2[C:5]([C:6]([C:20]3[CH:21]=[CH:22][C:23]4[O:31][C:30]([CH3:29])=[N:26][C:27]=4[CH:28]=3)=[CH:7][N:8]2[S:11]([C:14]2[CH:19]=[CH:18][CH:17]=[CH:16][CH:15]=2)(=[O:12])=[O:13])=[CH:4][CH:3]=1. Given the reactants [F:1][C:2]1[CH:10]=[C:9]2[C:5]([C:6]([C:20]3[CH:28]=[C:27]4[C:23](C=N[NH:26]4)=[CH:22][CH:21]=3)=[CH:7][N:8]2[S:11]([C:14]2[CH:19]=[CH:18][CH:17]=[CH:16][CH:15]=2)(=[O:13])=[O:12])=[CH:4][CH:3]=1.[CH3:29][C:30]1[O:31]C2C=CC(B3OC(C)(C)C(C)(C)O3)=CC=2N=1.FC1C=C2C(C(I)=CN2S(C2C=CC=CC=2)(=O)=O)=CC=1, predict the reaction product.